This data is from Forward reaction prediction with 1.9M reactions from USPTO patents (1976-2016). The task is: Predict the product of the given reaction. (1) Given the reactants [C:1]([O:7][C:8]([CH3:11])([CH3:10])[CH3:9])(=[O:6])[CH2:2][C:3]([CH3:5])=O.[Cl:12][C:13]1[CH:20]=[CH:19][C:16]([CH:17]=O)=[CH:15][CH:14]=1.[NH4+:21].[OH-:22], predict the reaction product. The product is: [Cl:12][C:13]1[CH:20]=[CH:19][C:16]([CH:17]2[C:2]([C:1]([O:7][C:8]([CH3:11])([CH3:10])[CH3:9])=[O:6])=[C:3]([CH3:5])[NH:21][C:3]([CH3:5])=[C:2]2[C:1]([O:7][C:8]([CH3:11])([CH3:10])[CH3:9])=[O:22])=[CH:15][CH:14]=1. (2) The product is: [F:1][C:2]1[CH:3]=[C:4]([CH:10]2[C:18]3[NH:22][C:16](=[O:17])[NH:15][C:14](=[O:20])[C:13]=3[CH2:12][CH2:11]2)[CH:5]=[C:6]([F:9])[C:7]=1[F:8]. Given the reactants [F:1][C:2]1[CH:3]=[C:4]([CH:10]2[C:18]3[O:17][C:16](=O)[NH:15][C:14](=[O:20])[C:13]=3[CH2:12][CH2:11]2)[CH:5]=[C:6]([F:9])[C:7]=1[F:8].[OH-].[NH4+:22], predict the reaction product. (3) Given the reactants [Cl:1][C:2]1[CH:7]=[CH:6][C:5]([C:8](=[C:11]2[CH2:16][CH2:15][O:14][CH2:13][CH2:12]2)[C:9]#[N:10])=[CH:4][CH:3]=1.N.O, predict the reaction product. The product is: [Cl:1][C:2]1[CH:7]=[CH:6][C:5]([CH:8]([CH:11]2[CH2:16][CH2:15][O:14][CH2:13][CH2:12]2)[CH2:9][NH2:10])=[CH:4][CH:3]=1.